This data is from Merck oncology drug combination screen with 23,052 pairs across 39 cell lines. The task is: Regression. Given two drug SMILES strings and cell line genomic features, predict the synergy score measuring deviation from expected non-interaction effect. Drug 1: COC1=C2CC(C)CC(OC)C(O)C(C)C=C(C)C(OC(N)=O)C(OC)C=CC=C(C)C(=O)NC(=CC1=O)C2=O. Drug 2: NC1CCCCC1N.O=C(O)C(=O)O.[Pt+2]. Cell line: VCAP. Synergy scores: synergy=-3.15.